Dataset: Full USPTO retrosynthesis dataset with 1.9M reactions from patents (1976-2016). Task: Predict the reactants needed to synthesize the given product. (1) Given the product [CH3:19][N:14]([CH2:13][C:12]1[CH:20]=[CH:21][CH:22]=[CH:23][C:11]=1[NH:10][C:6]1[C:5]2[N:4]([N:3]=[C:2]([NH:35][C:34]3[CH:36]=[CH:37][CH:38]=[C:32]([N:29]4[CH2:28][CH2:27][N:26]([CH3:25])[CH2:31][CH2:30]4)[CH:33]=3)[N:24]=2)[CH:9]=[CH:8][CH:7]=1)[S:15]([CH3:18])(=[O:17])=[O:16], predict the reactants needed to synthesize it. The reactants are: Cl[C:2]1[N:24]=[C:5]2[C:6]([NH:10][C:11]3[CH:23]=[CH:22][CH:21]=[CH:20][C:12]=3[CH2:13][N:14]([CH3:19])[S:15]([CH3:18])(=[O:17])=[O:16])=[CH:7][CH:8]=[CH:9][N:4]2[N:3]=1.[CH3:25][N:26]1[CH2:31][CH2:30][N:29]([C:32]2[CH:33]=[C:34]([CH:36]=[CH:37][CH:38]=2)[NH2:35])[CH2:28][CH2:27]1.C1(P(C2CCCCC2)C2C=CC=CC=2C2C=CC=CC=2P(C2CCCCC2)C2CCCCC2)CCCCC1. (2) Given the product [F:34][C:35]1[CH:40]=[CH:39][C:38]([CH2:41][NH:42][C:3]([C:5]2[N:6]=[C:7]3[C:19]([N:20]4[CH2:25][CH2:24][CH2:23][O:22][C:21]4=[O:26])=[CH:18][C:17]([N:27]4[CH2:28][CH2:29][N:30]([CH3:33])[CH2:31][CH2:32]4)=[CH:16][N:8]3[C:9](=[O:15])[C:10]=2[OH:11])=[O:2])=[CH:37][CH:36]=1, predict the reactants needed to synthesize it. The reactants are: C[O:2][C:3]([C:5]1[N:6]=[C:7]2[C:19]([N:20]3[CH2:25][CH2:24][CH2:23][O:22][C:21]3=[O:26])=[CH:18][C:17]([N:27]3[CH2:32][CH2:31][N:30]([CH3:33])[CH2:29][CH2:28]3)=[CH:16][N:8]2[C:9](=[O:15])[C:10]=1[O:11]C(=O)C)=O.[F:34][C:35]1[CH:40]=[CH:39][C:38]([CH2:41][NH2:42])=[CH:37][CH:36]=1. (3) The reactants are: [CH3:1][O:2][C:3](=[O:12])[C:4]1[CH:9]=[CH:8][CH:7]=[C:6]([NH:10][CH3:11])[CH:5]=1.[Cl:13][CH2:14][C:15](Cl)=[O:16]. Given the product [CH3:1][O:2][C:3](=[O:12])[C:4]1[CH:9]=[CH:8][CH:7]=[C:6]([N:10]([C:15](=[O:16])[CH2:14][Cl:13])[CH3:11])[CH:5]=1, predict the reactants needed to synthesize it.